This data is from Forward reaction prediction with 1.9M reactions from USPTO patents (1976-2016). The task is: Predict the product of the given reaction. (1) Given the reactants [CH3:1][O:2][C:3]1[CH:8]=[CH:7][C:6]([CH2:9][CH2:10][OH:11])=[CH:5][C:4]=1[CH2:12][CH2:13][CH2:14][CH2:15][CH3:16].C(N(CC)CC)C.[CH3:24][S:25](Cl)(=[O:27])=[O:26], predict the reaction product. The product is: [CH3:24][S:25]([O:11][CH2:10][CH2:9][C:6]1[CH:7]=[CH:8][C:3]([O:2][CH3:1])=[C:4]([CH2:12][CH2:13][CH2:14][CH2:15][CH3:16])[CH:5]=1)(=[O:27])=[O:26]. (2) The product is: [Br:23][C:5]1[S:4][C:3]([CH:1]=[O:2])=[C:7]([CH3:8])[C:6]=1[CH:9]1[CH2:14][CH2:13][CH2:12][CH2:11][CH2:10]1. Given the reactants [CH:1]([C:3]1[S:4][CH:5]=[C:6]([CH:9]2[CH2:14][CH2:13][CH2:12][CH2:11][CH2:10]2)[C:7]=1[CH3:8])=[O:2].C(O)(=O)C.C(Cl)(Cl)Cl.[Br:23]N1C(=O)CCC1=O, predict the reaction product. (3) Given the reactants [N:1]1([C:7]([O:9][C:10]([CH3:13])([CH3:12])[CH3:11])=[O:8])[CH2:6][CH2:5][CH:4]=[CH:3][CH2:2]1.C1C=C(Cl)C=C(C(OO)=[O:22])C=1, predict the reaction product. The product is: [CH:3]12[O:22][CH:4]1[CH2:5][CH2:6][N:1]([C:7]([O:9][C:10]([CH3:13])([CH3:12])[CH3:11])=[O:8])[CH2:2]2. (4) Given the reactants [CH3:1][N:2]1[CH:6]=[C:5](B2OC(C)(C)C(C)(C)O2)[CH:4]=[N:3]1.C([O-])([O-])=O.[Na+].[Na+].Br[C:23]1[C:24]([CH3:46])=[CH:25][C:26]([O:38][CH2:39][C:40]2[CH:45]=[CH:44][CH:43]=[CH:42][CH:41]=2)=[C:27]([CH:37]=1)[C:28]([NH:30][C:31]1[CH:32]=[N:33][CH:34]=[CH:35][CH:36]=1)=[O:29], predict the reaction product. The product is: [CH3:46][C:24]1[C:23]([C:5]2[CH:4]=[N:3][N:2]([CH3:1])[CH:6]=2)=[CH:37][C:27]([C:28]([NH:30][C:31]2[CH:32]=[N:33][CH:34]=[CH:35][CH:36]=2)=[O:29])=[C:26]([O:38][CH2:39][C:40]2[CH:45]=[CH:44][CH:43]=[CH:42][CH:41]=2)[CH:25]=1.